Dataset: Full USPTO retrosynthesis dataset with 1.9M reactions from patents (1976-2016). Task: Predict the reactants needed to synthesize the given product. (1) Given the product [ClH:37].[O:30]([CH2:29][CH2:28][CH2:27][CH2:26][N:12]1[C:13]2[C:18](=[C:17]3[CH2:22][CH2:23][CH2:24][O:25][C:16]3=[CH:15][CH:14]=2)[C:19]2[CH2:20][CH2:21][NH:8][CH2:9][CH2:10][C:11]1=2)[C:31]1[CH:32]=[CH:33][CH:34]=[CH:35][CH:36]=1, predict the reactants needed to synthesize it. The reactants are: C([N:8]1[CH2:21][CH2:20][C:19]2[C:18]3[C:13](=[CH:14][CH:15]=[C:16]4[O:25][CH2:24][CH:23]=[CH:22][C:17]4=3)[N:12]([CH2:26][CH2:27][CH2:28][CH2:29][O:30][C:31]3[CH:36]=[CH:35][CH:34]=[CH:33][CH:32]=3)[C:11]=2[CH2:10][CH2:9]1)C1C=CC=CC=1.[ClH:37]. (2) Given the product [OH2:2].[ClH:35].[CH3:1][O:2][C:3]1[CH:12]=[C:11]2[C:6]([N:7]=[CH:8][C:9](=[O:34])[N:10]2[CH2:13][CH2:14][CH2:15][NH:16][C@H:17]2[CH2:21][N:20]([C:22]3[CH:23]=[CH:24][C:25]4[O:30][CH2:29][C:28](=[O:31])[NH:27][C:26]=4[CH:32]=3)[C:19](=[O:33])[CH2:18]2)=[CH:5][CH:4]=1, predict the reactants needed to synthesize it. The reactants are: [CH3:1][O:2][C:3]1[CH:12]=[C:11]2[C:6]([N:7]=[CH:8][C:9](=[O:34])[N:10]2[CH2:13][CH2:14][CH2:15][NH:16][C@H:17]2[CH2:21][N:20]([C:22]3[CH:23]=[CH:24][C:25]4[O:30][CH2:29][C:28](=[O:31])[NH:27][C:26]=4[CH:32]=3)[C:19](=[O:33])[CH2:18]2)=[CH:5][CH:4]=1.[ClH:35].O1CCOCC1. (3) Given the product [CH2:8]([C:12]1[CH:13]=[CH:14][C:15]([C:18]2([C:19](=[O:21])[CH3:20])[CH2:4][CH2:22]2)=[CH:16][CH:17]=1)[CH2:9][CH2:10][CH3:11], predict the reactants needed to synthesize it. The reactants are: [H-].[Na+].[I-].[CH3:4][S+](C)C.[CH2:8]([C:12]1[CH:17]=[CH:16][C:15]([C:18](=[CH2:22])[C:19](=[O:21])[CH3:20])=[CH:14][CH:13]=1)[CH2:9][CH2:10][CH3:11]. (4) Given the product [CH2:20]([O:22][C:23](=[O:28])[CH2:24][C@@H:25]([NH:27][CH2:12][C:11]1[CH:14]=[CH:15][C:16]([Cl:17])=[C:9]([C:1](=[O:8])[C:2]2[CH:7]=[CH:6][CH:5]=[CH:4][CH:3]=2)[C:10]=1[F:18])[CH3:26])[CH3:21], predict the reactants needed to synthesize it. The reactants are: [C:1]([C:9]1[C:10]([F:18])=[C:11]([CH:14]=[CH:15][C:16]=1[Cl:17])[CH:12]=O)(=[O:8])[C:2]1[CH:7]=[CH:6][CH:5]=[CH:4][CH:3]=1.Cl.[CH2:20]([O:22][C:23](=[O:28])[CH2:24][C@@H:25]([NH2:27])[CH3:26])[CH3:21].C(N(CC)CC)C.C(O[BH-](OC(=O)C)OC(=O)C)(=O)C.[Na+].C(O)(=O)C.C(=O)(O)[O-].[Na+]. (5) Given the product [F:7][C:8]1[CH:13]=[CH:12][C:11]([O:14][CH2:1][CH:2]=[O:4])=[CH:10][CH:9]=1, predict the reactants needed to synthesize it. The reactants are: [CH3:1][C:2](C)([O-:4])C.[Na+].[F:7][C:8]1[CH:13]=[CH:12][C:11]([OH:14])=[CH:10][CH:9]=1.COC(OC)CBr.